Dataset: Catalyst prediction with 721,799 reactions and 888 catalyst types from USPTO. Task: Predict which catalyst facilitates the given reaction. (1) Reactant: [CH3:1][N:2]1[C:6]([NH:7][C:8]([C:21]2[CH:26]=[CH:25][CH:24]=[CH:23][CH:22]=2)([C:15]2[CH:20]=[CH:19][CH:18]=[CH:17][CH:16]=2)[C:9]2[CH:14]=[CH:13][CH:12]=[CH:11][CH:10]=2)=[C:5]([NH:27][C:28](=O)[O:29]C2C=CC=CC=2)[CH:4]=[N:3]1.[NH:37]1[CH2:41][CH2:40][C@@H:39]([NH:42][C:43](=[O:49])[O:44][C:45]([CH3:48])([CH3:47])[CH3:46])[CH2:38]1.C(N(C(C)C)C(C)C)C. Product: [CH3:1][N:2]1[C:6]([NH:7][C:8]([C:15]2[CH:16]=[CH:17][CH:18]=[CH:19][CH:20]=2)([C:21]2[CH:26]=[CH:25][CH:24]=[CH:23][CH:22]=2)[C:9]2[CH:10]=[CH:11][CH:12]=[CH:13][CH:14]=2)=[C:5]([NH:27][C:28]([N:37]2[CH2:41][CH2:40][C@@H:39]([NH:42][C:43](=[O:49])[O:44][C:45]([CH3:46])([CH3:48])[CH3:47])[CH2:38]2)=[O:29])[CH:4]=[N:3]1. The catalyst class is: 2. (2) Reactant: [CH3:1][O:2][C:3](=[O:22])[CH2:4][O:5][C:6]1[CH:11]=[CH:10][C:9]([N:12](C(OC(C)(C)C)=O)[CH3:13])=[CH:8][C:7]=1[CH3:21].C(O)(C(F)(F)F)=O. Product: [CH3:1][O:2][C:3](=[O:22])[CH2:4][O:5][C:6]1[CH:11]=[CH:10][C:9]([NH:12][CH3:13])=[CH:8][C:7]=1[CH3:21]. The catalyst class is: 2. (3) Reactant: C([C:4]1[CH:9]=[CH:8][N:7]=[CH:6][CH:5]=1)(=O)C.[Br:10]Br.[C:12]([OH:15])(=O)[CH3:13]. Product: [BrH:10].[Br:10][CH2:13][C:12]([C:6]1[CH:5]=[CH:4][CH:9]=[CH:8][N:7]=1)=[O:15]. The catalyst class is: 201. (4) Reactant: Cl.[NH2:2][C:3]1[N:8]=[CH:7][C:6]([OH:9])=[CH:5][CH:4]=1.[OH-].[K+].[O:12]=[C:13]1[C:21]([C:22](O)=[O:23])=[C:16]2[CH2:17][CH2:18][CH2:19][CH2:20][N:15]2[N:14]1[C:25]1[CH:30]=[CH:29][CH:28]=[CH:27][CH:26]=1.C1C=NC2N(O)N=NC=2C=1.CCN=C=NCCCN(C)C. Product: [OH:9][C:6]1[CH:5]=[CH:4][C:3]([NH:2][C:22]([C:21]2[C:13](=[O:12])[N:14]([C:25]3[CH:30]=[CH:29][CH:28]=[CH:27][CH:26]=3)[N:15]3[CH2:20][CH2:19][CH2:18][CH2:17][C:16]=23)=[O:23])=[N:8][CH:7]=1. The catalyst class is: 18. (5) Reactant: C(OC([N:8]1[CH2:13][CH2:12][CH2:11][CH:10]([CH2:14][NH:15][C@:16]23[CH2:50][CH2:49][C@@H:48]([C:51]([CH3:53])=[CH2:52])[C@@H:17]2[C@@H:18]2[C@@:31]([CH3:34])([CH2:32][CH2:33]3)[C@@:30]3([CH3:35])[C@@H:21]([C@:22]4([CH3:47])[C@@H:27]([CH2:28][CH2:29]3)[C:26]([CH3:37])([CH3:36])[C:25]([C:38]3[CH:46]=[CH:45][C:41]([C:42]([OH:44])=[O:43])=[CH:40][CH:39]=3)=[CH:24][CH2:23]4)[CH2:20][CH2:19]2)[CH2:9]1)=O)(C)(C)C.C(O)(C(F)(F)F)=O. Product: [CH3:34][C@:31]12[C@@:30]3([CH3:35])[C@@H:21]([C@:22]4([CH3:47])[C@@H:27]([CH2:28][CH2:29]3)[C:26]([CH3:36])([CH3:37])[C:25]([C:38]3[CH:46]=[CH:45][C:41]([C:42]([OH:44])=[O:43])=[CH:40][CH:39]=3)=[CH:24][CH2:23]4)[CH2:20][CH2:19][C@@H:18]1[C@H:17]1[C@H:48]([C:51]([CH3:53])=[CH2:52])[CH2:49][CH2:50][C@:16]1([NH:15][CH2:14][CH:10]1[CH2:11][CH2:12][CH2:13][NH:8][CH2:9]1)[CH2:33][CH2:32]2. The catalyst class is: 4.